This data is from Forward reaction prediction with 1.9M reactions from USPTO patents (1976-2016). The task is: Predict the product of the given reaction. (1) Given the reactants [Br:1][C:2]1[CH:11]=[C:10]2[C:5]([CH:6]=[CH:7][N:8]=[C:9]2[OH:12])=[N:4][CH:3]=1.[F:13][C:14]1[CH:15]=[C:16]([CH:19]=[CH:20][CH:21]=1)[CH2:17]Br.C(=O)([O-])[O-].[Cs+].[Cs+], predict the reaction product. The product is: [Br:1][C:2]1[CH:11]=[C:10]2[C:5]([CH:6]=[CH:7][N:8]([CH2:17][C:16]3[CH:19]=[CH:20][CH:21]=[C:14]([F:13])[CH:15]=3)[C:9]2=[O:12])=[N:4][CH:3]=1. (2) Given the reactants [Cl:1][C:2]1[CH:7]=[CH:6][C:5]([C:8]2[C:13]([CH3:14])=[N:12][NH:11][C:10](=O)[C:9]=2[C:16]2[CH:21]=[C:20]([F:22])[CH:19]=[CH:18][C:17]=2[F:23])=[CH:4][CH:3]=1.P(Cl)(Cl)([Cl:26])=O, predict the reaction product. The product is: [Cl:26][C:10]1[N:11]=[N:12][C:13]([CH3:14])=[C:8]([C:5]2[CH:6]=[CH:7][C:2]([Cl:1])=[CH:3][CH:4]=2)[C:9]=1[C:16]1[CH:21]=[C:20]([F:22])[CH:19]=[CH:18][C:17]=1[F:23]. (3) Given the reactants Br[C:2]1[CH:3]=[N:4][CH:5]=[C:6]([CH2:8][N:9]2[CH:13]=[CH:12][N:11]=[C:10]2[CH3:14])[CH:7]=1.CC([O-])=O.[K+].[Cl:20][C:21]1[CH:26]=[CH:25][C:24](B(O)O)=[CH:23][CH:22]=1.C([O-])([O-])=O.[Na+].[Na+].Cl.CCO, predict the reaction product. The product is: [ClH:20].[Cl:20][C:21]1[CH:26]=[CH:25][C:24]([C:2]2[CH:3]=[N:4][CH:5]=[C:6]([CH2:8][N:9]3[CH:13]=[CH:12][N:11]=[C:10]3[CH3:14])[CH:7]=2)=[CH:23][CH:22]=1. (4) Given the reactants [NH2:1][C:2]1[C:7]([C:8]2[N:17]([C:18]3[CH:23]=[CH:22][C:21]([C:24]4([NH:28][C:29](=[O:35])[O:30][C:31]([CH3:34])([CH3:33])[CH3:32])[CH2:27][CH2:26][CH2:25]4)=[CH:20][CH:19]=3)[C:11]3=[N:12][C:13](Cl)=[CH:14][CH:15]=[C:10]3[N:9]=2)=[CH:6][CH:5]=[CH:4][N:3]=1.CC1(C)C(C)(C)OB([C:44]2[CH:45]=[C:46]([NH:50][C:51]([CH:53]3[CH2:58][O:57][CH2:56][CH2:55][O:54]3)=[O:52])[CH:47]=[CH:48][CH:49]=2)O1.P([O-])([O-])([O-])=O.[K+].[K+].[K+], predict the reaction product. The product is: [NH2:1][C:2]1[C:7]([C:8]2[N:17]([C:18]3[CH:23]=[CH:22][C:21]([C:24]4([NH:28][C:29](=[O:35])[O:30][C:31]([CH3:34])([CH3:33])[CH3:32])[CH2:27][CH2:26][CH2:25]4)=[CH:20][CH:19]=3)[C:11]3=[N:12][C:13]([C:44]4[CH:49]=[CH:48][CH:47]=[C:46]([NH:50][C:51]([CH:53]5[CH2:58][O:57][CH2:56][CH2:55][O:54]5)=[O:52])[CH:45]=4)=[CH:14][CH:15]=[C:10]3[N:9]=2)=[CH:6][CH:5]=[CH:4][N:3]=1. (5) Given the reactants [CH2:1]([Li])[CH2:2]CC.[CH3:6][O:7][C:8]1[CH:9]=[C:10]([CH:19]=[C:20]([O:22][CH3:23])[CH:21]=1)[C:11]([C:13]1[CH:18]=[CH:17][CH:16]=[CH:15][CH:14]=1)=[O:12].[NH4+].[Cl-], predict the reaction product. The product is: [CH3:23][O:22][C:20]1[CH:19]=[C:10]([C:11]([C:13]2[CH:18]=[CH:17][CH:16]=[CH:15][CH:14]=2)([OH:12])[C:1]#[CH:2])[CH:9]=[C:8]([O:7][CH3:6])[CH:21]=1. (6) Given the reactants [F:1][C:2]1[C:7]([F:8])=[C:6]([O:9]CC2C=CC=CC=2)[CH:5]=[CH:4][C:3]=1[N:17]1[C:25]2[C:20](=[C:21]([O:26]CC3C=CC=CC=3)[CH:22]=[CH:23][CH:24]=2)[CH:19]=[CH:18]1, predict the reaction product. The product is: [F:1][C:2]1[C:7]([F:8])=[C:6]([OH:9])[CH:5]=[CH:4][C:3]=1[N:17]1[C:25]2[CH:24]=[CH:23][CH:22]=[C:21]([OH:26])[C:20]=2[CH:19]=[CH:18]1. (7) Given the reactants [CH3:1][C:2]1[NH:10][C:5]2=[N:6][CH:7]=[CH:8][CH:9]=[C:4]2[CH:3]=1.[Cl:11][C:12]1[C:21]2C(=CC=CC=2)N=[CH:14][CH:13]=1.[CH3:22][N:23]1[CH2:27][CH2:26][CH2:25][CH2:24]1, predict the reaction product. The product is: [Cl:11][C:12]1[CH:21]=[C:22]2[C:27]([C:26]([C:3]3[C:4]4[C:5](=[N:6][CH:7]=[CH:8][CH:9]=4)[NH:10][C:2]=3[CH3:1])=[CH:25][CH:24]=[N:23]2)=[CH:14][CH:13]=1.